From a dataset of Forward reaction prediction with 1.9M reactions from USPTO patents (1976-2016). Predict the product of the given reaction. (1) Given the reactants O=[C:2]1[C:10]2C(=CC=CC=2)C(=O)[N:3]1[O:12][CH2:13][C:14]([O:16]C)=[O:15].O.NN.[F:21][C:22]1[C:31]([CH:32]([C:34]2[N:38]3[N:39]=[C:40](C(=O)C)[CH:41]=[CH:42][C:37]3=[N:36][N:35]=2)[CH3:33])=[C:30]([F:46])[CH:29]=[C:28]2[C:23]=1[CH:24]=[CH:25][CH:26]=[N:27]2.Cl, predict the reaction product. The product is: [F:21][C:22]1[C:31]([CH:32]([C:34]2[N:38]3[N:39]=[C:40](/[C:2](=[N:3]/[O:12][CH2:13][C:14]([OH:16])=[O:15])/[CH3:10])[CH:41]=[CH:42][C:37]3=[N:36][N:35]=2)[CH3:33])=[C:30]([F:46])[CH:29]=[C:28]2[C:23]=1[CH:24]=[CH:25][CH:26]=[N:27]2. (2) Given the reactants [F:1][C:2]1[CH:9]=[C:8]([N+:10]([O-])=O)[CH:7]=[CH:6][C:3]=1[C:4]#[N:5], predict the reaction product. The product is: [NH2:10][C:8]1[CH:7]=[CH:6][C:3]([C:4]#[N:5])=[C:2]([F:1])[CH:9]=1. (3) Given the reactants [C:1]([C:5]1[C:6]([NH2:14])=[N:7][N:8]2[CH:13]=[CH:12][CH:11]=[N:10][C:9]=12)([CH3:4])([CH3:3])[CH3:2].[F:15][C:16]1[CH:17]=[C:18]([CH2:23][C:24](Cl)=[O:25])[CH:19]=[C:20]([F:22])[CH:21]=1, predict the reaction product. The product is: [C:1]([C:5]1[C:6]([NH:14][C:24](=[O:25])[CH2:23][C:18]2[CH:17]=[C:16]([F:15])[CH:21]=[C:20]([F:22])[CH:19]=2)=[N:7][N:8]2[CH:13]=[CH:12][CH:11]=[N:10][C:9]=12)([CH3:4])([CH3:2])[CH3:3]. (4) The product is: [Cl:42][C:11]1[C:10]2[NH:9][C:8](=[O:13])[C:7]3[S:14][CH:15]=[CH:16][C:6]=3[C:5]=2[C:4]([C:17]2[CH:22]=[CH:21][C:20]([C@@H:23]([N:26]([CH3:34])[C:27](=[O:33])[O:28][C:29]([CH3:30])([CH3:32])[CH3:31])[CH2:24][CH3:25])=[CH:19][CH:18]=2)=[C:3]([O:2][CH3:1])[CH:12]=1. Given the reactants [CH3:1][O:2][C:3]1[CH:12]=[CH:11][C:10]2[NH:9][C:8](=[O:13])[C:7]3[S:14][CH:15]=[CH:16][C:6]=3[C:5]=2[C:4]=1[C:17]1[CH:22]=[CH:21][C:20]([C@@H:23]([N:26]([CH3:34])[C:27](=[O:33])[O:28][C:29]([CH3:32])([CH3:31])[CH3:30])[CH2:24][CH3:25])=[CH:19][CH:18]=1.C1C(=O)N([Cl:42])C(=O)C1, predict the reaction product. (5) Given the reactants Br[C:2]1[CH:26]=[CH:25][C:5]([C:6]([NH:8][C:9]2[C:10]([O:23]C)=[N:11][CH:12]=[C:13]([C:15]3[CH:20]=[CH:19][N:18]=[C:17]([NH:21][CH3:22])[N:16]=3)[CH:14]=2)=[O:7])=[CH:4][CH:3]=1.[NH:27]1[CH2:32][CH2:31][CH2:30][CH2:29][CH2:28]1, predict the reaction product. The product is: [CH3:22][NH:21][C:17]1[N:16]=[C:15]([C:13]2[CH:14]=[C:9]([NH:8][C:6](=[O:7])[C:5]3[CH:25]=[CH:26][C:2]([N:27]4[CH2:32][CH2:31][CH2:30][CH2:29][CH2:28]4)=[CH:3][CH:4]=3)[C:10](=[O:23])[NH:11][CH:12]=2)[CH:20]=[CH:19][N:18]=1. (6) Given the reactants C(OC(=O)[NH:7][C@H:8]1[CH2:13][C@@H:12]([N:14]2[CH2:21][C:20]3[C:16](=[N:17][N:18]([S:22]([CH:25]4[CH2:27][CH2:26]4)(=[O:24])=[O:23])[CH:19]=3)[CH2:15]2)[CH2:11][O:10][C@@H:9]1[C:28]1[CH:33]=[C:32]([F:34])[C:31]([F:35])=[CH:30][C:29]=1[F:36])(C)(C)C.[F:38][C:39]([F:44])([F:43])[C:40]([OH:42])=[O:41], predict the reaction product. The product is: [F:38][C:39]([F:44])([F:43])[C:40]([OH:42])=[O:41].[F:36][C:29]1[CH:30]=[C:31]([F:35])[C:32]([F:34])=[CH:33][C:28]=1[C@@H:9]1[C@@H:8]([NH2:7])[CH2:13][C@@H:12]([N:14]2[CH2:21][C:20]3[C:16](=[N:17][N:18]([S:22]([CH:25]4[CH2:27][CH2:26]4)(=[O:24])=[O:23])[CH:19]=3)[CH2:15]2)[CH2:11][O:10]1. (7) Given the reactants [C:1]([OH:10])(=[O:9])[C:2]1[C:3](=[CH:5][CH:6]=[CH:7][CH:8]=1)[NH2:4].CO.[NH3:13], predict the reaction product. The product is: [C:1]([O-:10])(=[O:9])[C:2]1[C:3](=[CH:5][CH:6]=[CH:7][CH:8]=1)[NH2:4].[NH4+:13]. (8) Given the reactants Cl[C:2]1[N:7]=[C:6]([O:8][C:9]2[C:18]3[C:13](=[CH:14][CH:15]=[CH:16][CH:17]=3)[C:12]([NH:19][C:20]([NH:22][C:23]3[N:27]([C:28]4[CH:33]=[CH:32][C:31]([CH3:34])=[CH:30][CH:29]=4)[N:26]=[C:25]([Si:35]([CH3:38])([CH3:37])[CH3:36])[CH:24]=3)=[O:21])=[CH:11][CH:10]=2)[CH:5]=[CH:4][N:3]=1.[NH2:39][C:40]1[CH:48]=[C:47]2[C:43]([CH2:44][C:45](=[O:49])[NH:46]2)=[CH:42][CH:41]=1, predict the reaction product. The product is: [O:49]=[C:45]1[CH2:44][C:43]2[C:47](=[CH:48][C:40]([NH:39][C:2]3[N:7]=[C:6]([O:8][C:9]4[C:18]5[C:13](=[CH:14][CH:15]=[CH:16][CH:17]=5)[C:12]([NH:19][C:20]([NH:22][C:23]5[N:27]([C:28]6[CH:33]=[CH:32][C:31]([CH3:34])=[CH:30][CH:29]=6)[N:26]=[C:25]([Si:35]([CH3:37])([CH3:36])[CH3:38])[CH:24]=5)=[O:21])=[CH:11][CH:10]=4)[CH:5]=[CH:4][N:3]=3)=[CH:41][CH:42]=2)[NH:46]1. (9) Given the reactants Cl.Cl.[CH3:3][O:4][C:5](=[O:24])[C:6]1[CH:11]=[CH:10][C:9]([O:12][C:13]2[CH:18]=[CH:17][C:16]([CH2:19][C@H:20]([NH2:23])[CH2:21][OH:22])=[CH:15][CH:14]=2)=[N:8][CH:7]=1.[Cl:25][C:26]1[CH:27]=[C:28]([CH:32]=[CH:33][CH:34]=1)[C@H:29]1[O:31][CH2:30]1.C(N(CC)C(C)C)(C)C, predict the reaction product. The product is: [CH3:3][O:4][C:5](=[O:24])[C:6]1[CH:11]=[CH:10][C:9]([O:12][C:13]2[CH:18]=[CH:17][C:16]([CH2:19][C@H:20]([NH:23][CH2:30][C@@H:29]([C:28]3[CH:32]=[CH:33][CH:34]=[C:26]([Cl:25])[CH:27]=3)[OH:31])[CH2:21][OH:22])=[CH:15][CH:14]=2)=[N:8][CH:7]=1.